Task: Binary Classification. Given a miRNA mature sequence and a target amino acid sequence, predict their likelihood of interaction.. Dataset: Experimentally validated miRNA-target interactions with 360,000+ pairs, plus equal number of negative samples (1) The miRNA is cel-miR-81-3p with sequence UGAGAUCAUCGUGAAAGCUAGU. The protein sequence of the target gene is MTEGDDQLISIRKQLENLNNATDDINSYEMKLETVKKQFCETQLMFNKEMLGIPKKLAKHISKSRQFFDLKSRESEIRRCVQQAAAQFERQKTSVEMAREQVQILHNSLNNNQELDAEKQYVDVIEQQLELVKEAEGECLKAEKCHASRVRDLLQLEMALRKCLEENGSAIKKSRPYYERKEVLTRTMNSQLELMSILEHEVQERKDSYSDSMRALEQISDQIHQERSSQSSLAPSSDAESDSS. Result: 1 (interaction). (2) The miRNA is mmu-miR-764-3p with sequence AGGAGGCCAUAGUGGCAACUGU. The protein sequence of the target gene is MRSRNQGGESASDGHISCPKPSIIGNAGEKSLSEDAKKKKKSNRKEDDVMASGTVKRHLKTSGECERKTKKSLELSKEDLIQLLSIMEGELQAREDVIHMLKTEKTKPEVLEAHYGSAEPEKVLRVLHRDAILAQEKSIGEDVYEKPISELDRLEEKQKETYRRMLEQLLLAEKCHRRTVYELENEKHKHTDYMNKSDDFTNLLEQERERLKKLLEQEKAYQARKEKENAKRLNKLRDELVKLKSFALMLVDERQMHIEQLGLQSQKVQDLTQKLREEEEKLKAITSKSKEDRQKLLKLE.... Result: 0 (no interaction). (3) The protein sequence of the target gene is MSNRPNNNPGGSLRRSQRNTAGAQPQDDSIGGRSCSSSSAVIVPQPEDPDRANTSERQKTGQVPKKDNSRGVKRSASPDYNRTNSPSSAKKPRAFQHIESFSETNKPHSKSKKRHLDQEQQLKSAQLPSTSKAHTRKSVAAGSSRNQKRKRTESSCVKSGSGSESTGAEERSAKPIKLASKSATSAKAGCSTITDSSSAASTSSSSSAIASASSTVPAGARVKQGKDQNKARRSRSASSPSPRRSSREKEQSKTGGSSKFDWAARFSPKVSLPKTKLSLPGSSKSETSKPGPSGLQAKLA.... Result: 0 (no interaction). The miRNA is hsa-miR-4715-3p with sequence GUGCCACCUUAACUGCAGCCAAU. (4) The miRNA is hsa-miR-20b-5p with sequence CAAAGUGCUCAUAGUGCAGGUAG. The protein sequence of the target gene is MASLTVKAYLLGKEDAAREIRRFSFCCSPEPEAEAEAAAGPGPCERLLSRVAALFPALRPGGFQAHYRDEDGDLVAFSSDEELTMAMSYVKDDIFRIYIKEKKECRRDHRPPCAQEAPRNMVHPNVICDGCNGPVVGTRYKCSVCPDYDLCSVCEGKGLHRGHTKLAFPSPFGHLSEGFSHSRWLRKVKHGHFGWPGWEMGPPGNWSPRPPRAGEARPGPTAESASGPSEDPSVNFLKNVGESVAAALSPLGIEVDIDVEHGGKRSRLTPVSPESSSTEEKSSSQPSSCCSDPSKPGGNV.... Result: 1 (interaction).